This data is from Full USPTO retrosynthesis dataset with 1.9M reactions from patents (1976-2016). The task is: Predict the reactants needed to synthesize the given product. Given the product [CH3:31][S:32]([OH:35])(=[O:34])=[O:33].[F:1][C:2]1[CH:7]=[C:6]([F:8])[C:5]([C:9]2[CH:20]=[N:19][C:12]3[N:13]=[C:14]([NH:17][CH3:18])[N:15]=[CH:16][C:11]=3[CH:10]=2)=[CH:4][C:3]=1[NH:21][C:22]([NH:24][CH2:25][CH2:26][C:27]([CH3:30])([CH3:29])[CH3:28])=[O:23], predict the reactants needed to synthesize it. The reactants are: [F:1][C:2]1[CH:7]=[C:6]([F:8])[C:5]([C:9]2[CH:20]=[N:19][C:12]3[N:13]=[C:14]([NH:17][CH3:18])[N:15]=[CH:16][C:11]=3[CH:10]=2)=[CH:4][C:3]=1[NH:21][C:22]([NH:24][CH2:25][CH2:26][C:27]([CH3:30])([CH3:29])[CH3:28])=[O:23].[CH3:31][S:32]([OH:35])(=[O:34])=[O:33].